From a dataset of Reaction yield outcomes from USPTO patents with 853,638 reactions. Predict the reaction yield, written as a fraction of the theoretical maximum amount of product (1.0 means a 100% yield; for example, 0.34 means a 34% yield). (1) The reactants are Br[C:2]1[CH:7]=[CH:6][CH:5]=[C:4]([CH2:8][F:9])[N:3]=1.[C:10]([O:14][C:15](=[O:30])[N:16]([C:23]1[CH:28]=[CH:27][C:26]([F:29])=[CH:25][CH:24]=1)[C:17](=[O:22])[CH2:18][CH2:19][C:20]#[CH:21])([CH3:13])([CH3:12])[CH3:11]. No catalyst specified. The product is [C:10]([O:14][C:15](=[O:30])[N:16]([C:17](=[O:22])[CH2:18][CH2:19][C:20]#[C:21][C:2]1[CH:7]=[CH:6][CH:5]=[C:4]([CH2:8][F:9])[N:3]=1)[C:23]1[CH:24]=[CH:25][C:26]([F:29])=[CH:27][CH:28]=1)([CH3:13])([CH3:11])[CH3:12]. The yield is 0.790. (2) The reactants are [C:1]([O:5][C:6]1[CH:14]=[C:13]2[C:9]([CH:10]=[C:11]([C:15]([CH3:18])([CH3:17])[CH3:16])[NH:12]2)=[CH:8][C:7]=1[N+:19]([O-])=O)([CH3:4])([CH3:3])[CH3:2]. The catalyst is CO.[Ni]. The product is [C:1]([O:5][C:6]1[CH:14]=[C:13]2[C:9]([CH:10]=[C:11]([C:15]([CH3:18])([CH3:17])[CH3:16])[NH:12]2)=[CH:8][C:7]=1[NH2:19])([CH3:4])([CH3:3])[CH3:2]. The yield is 0.320. (3) The reactants are C(OC([N:8]1[CH2:13][CH2:12][C:11]([CH2:16][OH:17])([CH2:14][OH:15])[CH2:10][CH2:9]1)=O)(C)(C)C.FC(F)(F)C(O)=O. The catalyst is ClCCl. The product is [OH:15][CH2:14][C:11]1([CH2:16][OH:17])[CH2:12][CH2:13][NH:8][CH2:9][CH2:10]1. The yield is 0.990. (4) The reactants are ClC(Cl)(O[C:5](=[O:11])OC(Cl)(Cl)Cl)Cl.[NH2:13][C:14]1[CH:19]=[CH:18][C:17]([C:20]2[N:21]=[C:22]([N:42]3[CH2:47][CH2:46][O:45][CH2:44][CH2:43]3)[C:23]3[N:28]=[N:27][N:26]([CH:29]4[CH2:34][CH2:33][N:32]([C:35]([O:37][C:38]([CH3:41])([CH3:40])[CH3:39])=[O:36])[CH2:31][CH2:30]4)[C:24]=3[N:25]=2)=[CH:16][CH:15]=1.[CH3:48][N:49]([CH3:53])[CH2:50][CH2:51][NH2:52].CCN(CC)CC. The catalyst is C(Cl)Cl. The product is [CH3:48][N:49]([CH3:53])[CH2:50][CH2:51][NH:52][C:5](=[O:11])[NH:13][C:14]1[CH:15]=[CH:16][C:17]([C:20]2[N:21]=[C:22]([N:42]3[CH2:43][CH2:44][O:45][CH2:46][CH2:47]3)[C:23]3[N:28]=[N:27][N:26]([CH:29]4[CH2:30][CH2:31][N:32]([C:35]([O:37][C:38]([CH3:41])([CH3:39])[CH3:40])=[O:36])[CH2:33][CH2:34]4)[C:24]=3[N:25]=2)=[CH:18][CH:19]=1. The yield is 0.640. (5) The reactants are [F:1][C:2]([F:17])([F:16])[C:3]1[N:8]=[C:7]([C:9]2([OH:15])[CH2:14][CH2:13][NH:12][CH2:11][CH2:10]2)[CH:6]=[CH:5][CH:4]=1.C1([O:24][C:25](=O)[NH:26][C:27]2[S:28][C:29]3[N:30]=[CH:31][N:32]=[C:33]([O:36][CH3:37])[C:34]=3[N:35]=2)C=CC=CC=1.C(=O)(O)[O-].[Na+]. The product is [CH3:37][O:36][C:33]1[C:34]2[N:35]=[C:27]([NH:26][C:25]([N:12]3[CH2:11][CH2:10][C:9]([OH:15])([C:7]4[CH:6]=[CH:5][CH:4]=[C:3]([C:2]([F:1])([F:16])[F:17])[N:8]=4)[CH2:14][CH2:13]3)=[O:24])[S:28][C:29]=2[N:30]=[CH:31][N:32]=1. The yield is 0.170. The catalyst is C(#N)C. (6) No catalyst specified. The product is [N+:8]([C:5]1[CH:6]=[CH:7][C:2]([N:21]2[CH2:20][CH2:19][N:18]([C:11]([O:13][C:14]([CH3:17])([CH3:16])[CH3:15])=[O:12])[CH2:23][CH2:22]2)=[CH:3][CH:4]=1)([O-:10])=[O:9]. The yield is 0.510. The reactants are F[C:2]1[CH:7]=[CH:6][C:5]([N+:8]([O-:10])=[O:9])=[CH:4][CH:3]=1.[C:11]([N:18]1[CH2:23][CH2:22][NH:21][CH2:20][CH2:19]1)([O:13][C:14]([CH3:17])([CH3:16])[CH3:15])=[O:12]. (7) The reactants are [C:1]([NH:4][C@H:5]([CH2:10][C:11]1[CH:16]=[CH:15][C:14]([OH:17])=[CH:13][CH:12]=1)[C:6]([O:8][CH3:9])=[O:7])(=[O:3])[CH3:2].C([O-])([O-])=O.[K+].[K+].[CH2:24](Br)[CH:25]=[CH2:26]. The catalyst is CN(C=O)C. The product is [C:1]([NH:4][C@H:5]([CH2:10][C:11]1[CH:16]=[CH:15][C:14]([O:17][CH2:26][CH:25]=[CH2:24])=[CH:13][CH:12]=1)[C:6]([O:8][CH3:9])=[O:7])(=[O:3])[CH3:2]. The yield is 0.850.